The task is: Predict the product of the given reaction.. This data is from Forward reaction prediction with 1.9M reactions from USPTO patents (1976-2016). (1) Given the reactants Br[C:2]1[CH:3]=[CH:4][C:5]2[O:10][CH2:9][C@H:8]([CH2:11][OH:12])[O:7][C:6]=2[CH:13]=1.[CH3:14][S:15]([O-:17])=[O:16].[Na+].N1CCC[C@H]1C(O)=O.[OH-].[Na+], predict the reaction product. The product is: [CH3:14][S:15]([C:2]1[CH:3]=[CH:4][C:5]2[O:10][CH2:9][C@H:8]([CH2:11][OH:12])[O:7][C:6]=2[CH:13]=1)(=[O:17])=[O:16]. (2) Given the reactants C(OC(=O)C[CH2:12][C:13]1[CH:18]=[C:17]([N:19]2[N:23]=[C:22]3[CH:24]=[CH:25][C:26](Cl)=[CH:27][C:21]3=[N:20]2)[C:16]([OH:29])=[C:15]([C:30](C)(C)C)[CH:14]=1)CCCCCCC.[CH2:35](C(CCCC)COC(=O)CCC1C=C(N2N=C3C=CC(Cl)=CC3=N2)C(O)=C(C(C)(C)C)C=1)[CH3:36], predict the reaction product. The product is: [CH3:12][C:13]1[CH:18]=[C:17]([N:19]2[N:23]=[C:22]3[C:21]([CH:27]=[CH:26][CH:25]=[CH:24]3)=[N:20]2)[C:16]([OH:29])=[C:15]([CH2:30][CH:35]=[CH2:36])[CH:14]=1. (3) Given the reactants [OH:1][C:2]1[CH:20]=[CH:19][C:5]([CH2:6][N:7]2[C:15]3[C:10](=[C:11]([NH2:17])[CH:12]=[CH:13][C:14]=3[CH3:16])[CH:9]=[C:8]2[CH3:18])=[CH:4][C:3]=1[CH:21]([CH3:23])[CH3:22].[F:24][CH:25]([C:31](OCC)=[O:32])[C:26]([O:28][CH2:29][CH3:30])=[O:27], predict the reaction product. The product is: [F:24][CH:25]([C:31]([NH:17][C:11]1[CH:12]=[CH:13][C:14]([CH3:16])=[C:15]2[C:10]=1[CH:9]=[C:8]([CH3:18])[N:7]2[CH2:6][C:5]1[CH:19]=[CH:20][C:2]([OH:1])=[C:3]([CH:21]([CH3:23])[CH3:22])[CH:4]=1)=[O:32])[C:26]([O:28][CH2:29][CH3:30])=[O:27].